This data is from Catalyst prediction with 721,799 reactions and 888 catalyst types from USPTO. The task is: Predict which catalyst facilitates the given reaction. Reactant: [O:1]1CCO[CH:2]1[CH2:6][CH2:7][C:8]1[C:9]([C:44]([O:46][C:47]([CH3:50])([CH3:49])[CH3:48])=[O:45])=[N:10][C:11]([N:14]2[CH2:23][CH2:22][C:21]3[C:16](=[C:17]([C:24](=[O:43])/[N:25]=[C:26]4\[S:27][C:28]5[CH:42]=[CH:41][CH:40]=[CH:39][C:29]=5[N:30]\4[CH2:31][O:32][CH2:33][CH2:34][Si:35]([CH3:38])([CH3:37])[CH3:36])[CH:18]=[CH:19][CH:20]=3)[CH2:15]2)=[CH:12][CH:13]=1.Cl. The catalyst class is: 1. Product: [O:1]=[CH:2][CH2:6][CH2:7][C:8]1[C:9]([C:44]([O:46][C:47]([CH3:50])([CH3:49])[CH3:48])=[O:45])=[N:10][C:11]([N:14]2[CH2:23][CH2:22][C:21]3[C:16](=[C:17]([C:24](=[O:43])/[N:25]=[C:26]4\[S:27][C:28]5[CH:42]=[CH:41][CH:40]=[CH:39][C:29]=5[N:30]\4[CH2:31][O:32][CH2:33][CH2:34][Si:35]([CH3:38])([CH3:37])[CH3:36])[CH:18]=[CH:19][CH:20]=3)[CH2:15]2)=[CH:12][CH:13]=1.